From a dataset of Peptide-MHC class I binding affinity with 185,985 pairs from IEDB/IMGT. Regression. Given a peptide amino acid sequence and an MHC pseudo amino acid sequence, predict their binding affinity value. This is MHC class I binding data. The peptide sequence is ISKANWMTY. The MHC is HLA-A69:01 with pseudo-sequence HLA-A69:01. The binding affinity (normalized) is 0.0847.